From a dataset of Full USPTO retrosynthesis dataset with 1.9M reactions from patents (1976-2016). Predict the reactants needed to synthesize the given product. The reactants are: [H-].[Na+].[C:3](#[N:5])[CH3:4].C[O:7][C:8]([C:10]1[CH:15]=[N:14][CH:13]=[CH:12][N:11]=1)=O. Given the product [O:7]=[C:8]([C:10]1[CH:15]=[N:14][CH:13]=[CH:12][N:11]=1)[CH2:4][C:3]#[N:5], predict the reactants needed to synthesize it.